The task is: Predict which catalyst facilitates the given reaction.. This data is from Catalyst prediction with 721,799 reactions and 888 catalyst types from USPTO. (1) Product: [CH3:52][N:2]([CH3:1])[CH2:3][C:4]([N:6]1[C:14]2[C:9](=[CH:10][C:11]([O:50][CH3:51])=[C:12]([NH:15][C:16]3[NH:21][C:20]4=[N:22][CH:23]=[CH:24][C:19]4=[C:18]([NH:35][C:36]4[C:41]([C:42]([NH:44][CH:45]([CH3:47])[CH3:46])=[O:43])=[C:40]([F:48])[C:39]([F:49])=[CH:38][CH:37]=4)[N:17]=3)[CH:13]=2)[CH2:8][CH2:7]1)=[O:5]. The catalyst class is: 155. Reactant: [CH3:1][N:2]([CH3:52])[CH2:3][C:4]([N:6]1[C:14]2[C:9](=[CH:10][C:11]([O:50][CH3:51])=[C:12]([NH:15][C:16]3[N:17]=[C:18]([NH:35][C:36]4[C:41]([C:42]([NH:44][CH:45]([CH3:47])[CH3:46])=[O:43])=[C:40]([F:48])[C:39]([F:49])=[CH:38][CH:37]=4)[C:19]4[CH:24]=[CH:23][N:22](S(C5C=CC(C)=CC=5)(=O)=O)[C:20]=4[N:21]=3)[CH:13]=2)[CH2:8][CH2:7]1)=[O:5].O.[OH-].[Na+]. (2) Reactant: FC(F)(F)C(O)=O.[CH3:8][CH:9]([O:13][C:14]1[N:22]=[C:21]2[C:17]([N:18]=[C:19]([O:23][CH3:24])[NH:20]2)=[C:16]([NH2:25])[N:15]=1)[CH2:10][O:11][CH3:12].C(=O)([O-])[O-].[K+].[K+].CS(O[CH2:37][CH:38]1[CH2:43][CH2:42][O:41][CH2:40][CH2:39]1)(=O)=O. Product: [CH3:8][CH:9]([O:13][C:14]1[N:22]=[C:21]2[C:17]([N:18]=[C:19]([O:23][CH3:24])[N:20]2[CH2:37][CH:38]2[CH2:43][CH2:42][O:41][CH2:40][CH2:39]2)=[C:16]([NH2:25])[N:15]=1)[CH2:10][O:11][CH3:12]. The catalyst class is: 42. (3) Reactant: Br[CH2:2][C:3]([O:5][CH2:6][CH3:7])=[O:4].Cl.[O:9]1[CH2:13][CH2:12][CH2:11][CH2:10]1. Product: [CH:12]1([C:13](=[O:9])[CH2:2][C:3]([O:5][CH2:6][CH3:7])=[O:4])[CH2:10][CH2:11]1. The catalyst class is: 401. (4) Reactant: [OH:1][C:2]([C:4]([F:7])([F:6])[F:5])=[O:3].C([N:15]([C@@H:19]1[CH2:24][CH2:23][CH2:22][CH2:21][C@H:20]1[CH2:25][N:26]1[CH2:31][CH2:30][CH2:29][CH2:28][CH2:27]1)C(=O)O)C1C=CC=CC=1. Product: [N:26]1([CH2:25][C@@H:20]2[CH2:21][CH2:22][CH2:23][CH2:24][C@H:19]2[NH2:15])[CH2:31][CH2:30][CH2:29][CH2:28][CH2:27]1.[C:2]([OH:3])([C:4]([F:7])([F:6])[F:5])=[O:1]. The catalyst class is: 19. (5) Reactant: [C:1]([C:4]1[CH:9]=[CH:8][C:7]([N:10]2[C:18]3[C:17]4[CH:19]=[C:20]([NH:23][C:24]([C:26]5[C:27]([Cl:32])=[N:28][CH:29]=[CH:30][CH:31]=5)=[O:25])[CH:21]=[CH:22][C:16]=4[CH2:15][CH2:14][C:13]=3[C:12]([C:33]([NH2:35])=[O:34])=[N:11]2)=[CH:6][CH:5]=1)(=[O:3])[CH3:2].[BH4-].[Na+]. Product: [Cl:32][C:27]1[C:26]([C:24]([NH:23][C:20]2[CH:21]=[CH:22][C:16]3[CH2:15][CH2:14][C:13]4[C:12]([C:33]([NH2:35])=[O:34])=[N:11][N:10]([C:7]5[CH:8]=[CH:9][C:4]([CH:1]([OH:3])[CH3:2])=[CH:5][CH:6]=5)[C:18]=4[C:17]=3[CH:19]=2)=[O:25])=[CH:31][CH:30]=[CH:29][N:28]=1. The catalyst class is: 24. (6) Reactant: [CH3:1][C:2]([C:4]1[CH:9]=[CH:8][C:7]([OH:10])=[C:6]([O:11][CH3:12])[CH:5]=1)=[O:3].[CH2:13](Br)[C:14]1[CH:19]=[CH:18][CH:17]=[CH:16][CH:15]=1.C(=O)([O-])[O-].[K+].[K+]. Product: [CH3:1][C:2]([C:4]1[CH:9]=[CH:8][C:7]([O:10][CH2:13][C:14]2[CH:19]=[CH:18][CH:17]=[CH:16][CH:15]=2)=[C:6]([O:11][CH3:12])[CH:5]=1)=[O:3]. The catalyst class is: 18. (7) The catalyst class is: 6. Reactant: Br[C:2]1[N:6]2[CH:7]=[C:8]([C:11]3[CH:16]=[CH:15][C:14]([F:17])=[CH:13][CH:12]=3)[CH:9]=[CH:10][C:5]2=[N:4][CH:3]=1.[SH:18][C:19]1[CH:24]=[CH:23][C:22]([NH:25][C:26](=[O:28])[CH3:27])=[CH:21][CH:20]=1.C(=O)([O-])[O-].[K+].[K+].CS(C)=O. Product: [F:17][C:14]1[CH:15]=[CH:16][C:11]([C:8]2[CH:9]=[CH:10][C:5]3[N:6]([C:2]([S:18][C:19]4[CH:20]=[CH:21][C:22]([NH:25][C:26](=[O:28])[CH3:27])=[CH:23][CH:24]=4)=[CH:3][N:4]=3)[CH:7]=2)=[CH:12][CH:13]=1. (8) Reactant: [CH2:1]([O:3][C:4](=[O:22])[C:5](=O)[CH2:6][C:7](=[O:20])/[CH:8]=[CH:9]/[C:10]1[CH:15]=[CH:14][C:13]([Cl:16])=[C:12]([O:17][CH3:18])[C:11]=1[F:19])[CH3:2].C([O-])(=O)C.[NH4+:27]. Product: [CH2:1]([O:3][C:4](=[O:22])/[C:5](/[NH2:27])=[CH:6]/[C:7](=[O:20])/[CH:8]=[CH:9]/[C:10]1[CH:15]=[CH:14][C:13]([Cl:16])=[C:12]([O:17][CH3:18])[C:11]=1[F:19])[CH3:2]. The catalyst class is: 14.